Dataset: Catalyst prediction with 721,799 reactions and 888 catalyst types from USPTO. Task: Predict which catalyst facilitates the given reaction. (1) Reactant: [CH3:1][C:2]1([CH3:20])[O:6][C@H:5]([CH2:7][CH2:8][C:9]2[NH:13][N:12]=[C:11]([C:14]3[CH:19]=[CH:18][CH:17]=[CH:16][CH:15]=3)[CH:10]=2)[CH2:4][O:3]1.C(=O)([O-])[O-].[Br:25]Br. Product: [Br:25][C:10]1[C:11]([C:14]2[CH:19]=[CH:18][CH:17]=[CH:16][CH:15]=2)=[N:12][NH:13][C:9]=1[CH2:8][CH2:7][C@@H:5]1[CH2:4][O:3][C:2]([CH3:20])([CH3:1])[O:6]1. The catalyst class is: 2. (2) Reactant: [CH2:1]([O:7][CH2:8][CH2:9][CH2:10][CH2:11][CH2:12][CH2:13][CH2:14][CH2:15][NH:16][C:17]1[C:26]2C(=CC=CC=2)[CH:20]=[CH:19][N:18]=1)[CH2:2][CH2:3][CH2:4][CH2:5][CH3:6].C(OCCCCCCCC[NH2:42])CCCCC.ClC1C=NC=CN=1. Product: [CH2:1]([O:7][CH2:8][CH2:9][CH2:10][CH2:11][CH2:12][CH2:13][CH2:14][CH2:15][NH:16][C:17]1[CH:26]=[N:42][CH:20]=[CH:19][N:18]=1)[CH2:2][CH2:3][CH2:4][CH2:5][CH3:6]. The catalyst class is: 425. (3) Reactant: [NH2:1][CH2:2][C:3]1[C:8]([CH2:9][CH3:10])=[N:7][C:6]2[N:11]([CH2:14][CH3:15])[N:12]=[CH:13][C:5]=2[C:4]=1[NH:16][CH:17]1[CH2:22][CH2:21][O:20][CH2:19][CH2:18]1.Br[CH2:24][C:25]1[CH:34]=[CH:33][CH:32]=[CH:31][C:26]=1[C:27](OC)=[O:28].CCN(C(C)C)C(C)C. Product: [CH2:14]([N:11]1[C:6]2=[N:7][C:8]([CH2:9][CH3:10])=[C:3]([CH2:2][N:1]3[CH2:24][C:25]4[C:26](=[CH:31][CH:32]=[CH:33][CH:34]=4)[C:27]3=[O:28])[C:4]([NH:16][CH:17]3[CH2:18][CH2:19][O:20][CH2:21][CH2:22]3)=[C:5]2[CH:13]=[N:12]1)[CH3:15]. The catalyst class is: 382. (4) The catalyst class is: 2. Product: [CH2:39]([NH:46][C:22]([C:10]1[C:11]2[NH:12][C:13]3[CH:14]=[CH:15][CH:16]=[CH:17][C:18]=3[C:19]=2[CH2:20][CH2:21][N:8]([C:6](=[O:7])[C:5]2[CH:4]=[CH:3][C:2]([F:1])=[CH:26][CH:25]=2)[CH:9]=1)=[O:24])[C:40]1[CH:45]=[CH:44][CH:43]=[CH:42][CH:41]=1. Reactant: [F:1][C:2]1[CH:26]=[CH:25][C:5]([C:6]([N:8]2[CH2:21][CH2:20][C:19]3[C:18]4[CH:17]=[CH:16][CH:15]=[CH:14][C:13]=4[NH:12][C:11]=3[CH:10]([C:22]([OH:24])=O)[CH2:9]2)=[O:7])=[CH:4][CH:3]=1.C(N1C=CN=C1)(N1C=CN=C1)=O.[CH2:39]([NH2:46])[C:40]1[CH:45]=[CH:44][CH:43]=[CH:42][CH:41]=1. (5) Reactant: [CH2:1](OC(OCC)CBr)[CH3:2].[C:10]([C:14]1[CH:19]=[CH:18][C:17]([SH:20])=[CH:16][CH:15]=1)([CH3:13])([CH3:12])[CH3:11].[H-].[Na+].[Cl-].[NH4+].COCCCC. Product: [C:10]([C:14]1[CH:15]=[CH:16][C:17]2[S:20][CH:1]=[CH:2][C:18]=2[CH:19]=1)([CH3:13])([CH3:11])[CH3:12]. The catalyst class is: 7. (6) Reactant: [NH:1]1[CH:5]=[C:4]([C:6]2[CH:7]=[N:8][CH:9]=[CH:10][CH:11]=2)[CH:3]=[N:2]1.Br[C:13]1[N:18]=[C:17]([C:19]2[N:24]=[CH:23][CH:22]=[CH:21][N:20]=2)[CH:16]=[CH:15][CH:14]=1.C(=O)([O-])[O-].[K+].[K+]. Product: [N:8]1[CH:9]=[CH:10][CH:11]=[C:6]([C:4]2[CH:5]=[N:1][N:2]([C:13]3[N:18]=[C:17]([C:19]4[N:20]=[CH:21][CH:22]=[CH:23][N:24]=4)[CH:16]=[CH:15][CH:14]=3)[CH:3]=2)[CH:7]=1. The catalyst class is: 3. (7) Reactant: [C:1]([O:5][C:6]([N:8]1[CH2:13][CH2:12][N:11]([CH2:14][C:15]2[CH:16]=[C:17]([CH:21]=[CH:22][CH:23]=2)[C:18](O)=[O:19])[CH2:10][CH2:9]1)=[O:7])([CH3:4])([CH3:3])[CH3:2].CN(C(ON1N=NC2C=CC=NC1=2)=[N+](C)C)C.F[P-](F)(F)(F)(F)F.[NH2:48][CH2:49][CH:50]([OH:62])[CH2:51][N:52]1[CH2:61][CH2:60][C:59]2[C:54](=[CH:55][CH:56]=[CH:57][CH:58]=2)[CH2:53]1.CCN(C(C)C)C(C)C. Product: [CH2:53]1[C:54]2[C:59](=[CH:58][CH:57]=[CH:56][CH:55]=2)[CH2:60][CH2:61][N:52]1[CH2:51][CH:50]([OH:62])[CH2:49][NH:48][C:18]([C:17]1[CH:16]=[C:15]([CH:23]=[CH:22][CH:21]=1)[CH2:14][N:11]1[CH2:12][CH2:13][N:8]([C:6]([O:5][C:1]([CH3:3])([CH3:4])[CH3:2])=[O:7])[CH2:9][CH2:10]1)=[O:19]. The catalyst class is: 2. (8) Reactant: [C:1]([C:5]1[CH:15]=[CH:14][CH:13]=[CH:12][C:6]=1[O:7][CH:8]1[CH2:11][NH:10][CH2:9]1)([CH3:4])([CH3:3])[CH3:2].[C:16]1([S:22](Cl)(=[O:24])=[O:23])[CH:21]=[CH:20][CH:19]=[CH:18][CH:17]=1. Product: [C:1]([C:5]1[CH:15]=[CH:14][CH:13]=[CH:12][C:6]=1[O:7][CH:8]1[CH2:9][N:10]([S:22]([C:16]2[CH:21]=[CH:20][CH:19]=[CH:18][CH:17]=2)(=[O:24])=[O:23])[CH2:11]1)([CH3:4])([CH3:2])[CH3:3]. The catalyst class is: 17.